From a dataset of Forward reaction prediction with 1.9M reactions from USPTO patents (1976-2016). Predict the product of the given reaction. (1) Given the reactants Br[C:2]1[CH:11]=[CH:10][C:9]([CH3:12])=[CH:8][C:3]=1[C:4]([O:6][CH3:7])=[O:5].C([Sn](CCCC)(CCCC)[C:18]1[CH:23]=[CH:22][CH:21]=[CH:20][N:19]=1)CCC.[F-].[Cs+], predict the reaction product. The product is: [CH3:12][C:9]1[CH:10]=[CH:11][C:2]([C:18]2[CH:23]=[CH:22][CH:21]=[CH:20][N:19]=2)=[C:3]([CH:8]=1)[C:4]([O:6][CH3:7])=[O:5]. (2) Given the reactants C(OC([N:8]1[CH2:13][CH2:12][C:11]([CH2:22][OH:23])([C:14]2[CH:19]=[CH:18][C:17]([S:20][CH3:21])=[CH:16][CH:15]=2)[CH2:10][CH2:9]1)=O)(C)(C)C.Cl, predict the reaction product. The product is: [CH3:21][S:20][C:17]1[CH:18]=[CH:19][C:14]([C:11]2([CH2:22][OH:23])[CH2:10][CH2:9][NH:8][CH2:13][CH2:12]2)=[CH:15][CH:16]=1. (3) Given the reactants [ClH:1].[CH3:2][C:3]1[CH:4]=[CH:5][C:6]2[CH2:7][N:8](CC3C=CC=CC=3)[C@@H:9]3[C@@H:14]([C:15]=2[CH:16]=1)[C:13]1[CH:17]=[C:18]([O:23][CH3:24])[C:19]([O:21][CH3:22])=[CH:20][C:12]=1[CH2:11][CH2:10]3, predict the reaction product. The product is: [ClH:1].[CH3:2][C:3]1[CH:4]=[CH:5][C:6]2[CH2:7][NH:8][C@@H:9]3[C@@H:14]([C:15]=2[CH:16]=1)[C:13]1[CH:17]=[C:18]([O:23][CH3:24])[C:19]([O:21][CH3:22])=[CH:20][C:12]=1[CH2:11][CH2:10]3. (4) Given the reactants [Cl:1][C:2]1[CH:7]=[CH:6][C:5]([C:8]2[S:12][C:11]([C:13]([OH:15])=O)=[N:10][C:9]=2[C:16]2[CH:21]=[CH:20][C:19]([Cl:22])=[CH:18][C:17]=2[Cl:23])=[CH:4][CH:3]=1.C(N(C(C)C)CC)(C)C.F[P-](F)(F)(F)(F)F.N1(OC(N(C)C)=[N+](C)C)C2C=CC=CC=2N=N1.[C:57]([O:61][NH2:62])([CH3:60])([CH3:59])[CH3:58].Cl, predict the reaction product. The product is: [C:57]([O:61][NH:62][C:13]([C:11]1[S:12][C:8]([C:5]2[CH:6]=[CH:7][C:2]([Cl:1])=[CH:3][CH:4]=2)=[C:9]([C:16]2[CH:21]=[CH:20][C:19]([Cl:22])=[CH:18][C:17]=2[Cl:23])[N:10]=1)=[O:15])([CH3:60])([CH3:59])[CH3:58]. (5) Given the reactants [F:1][C:2]1[CH:3]=[C:4]([C:26](O)([CH3:28])[CH3:27])[CH:5]=[CH:6][C:7]=1[C:8]1[S:9][C:10]2[C:15]([N:16]=1)=[CH:14][CH:13]=[C:12]([C:17]1([C:20]3[CH:25]=[CH:24][CH:23]=[CH:22][CH:21]=3)[CH2:19][CH2:18]1)[N:11]=2.[Cl:30][CH2:31][C:32]#[N:33].C(O)(=[O:36])C.S(=O)(=O)(O)O, predict the reaction product. The product is: [Cl:30][CH2:31][C:32]([NH:33][C:26]([C:4]1[CH:5]=[CH:6][C:7]([C:8]2[S:9][C:10]3[C:15]([N:16]=2)=[CH:14][CH:13]=[C:12]([C:17]2([C:20]4[CH:25]=[CH:24][CH:23]=[CH:22][CH:21]=4)[CH2:18][CH2:19]2)[N:11]=3)=[C:2]([F:1])[CH:3]=1)([CH3:28])[CH3:27])=[O:36]. (6) Given the reactants [CH3:1][C:2]1[CH:6]=[C:5]([CH3:7])[N:4]([CH2:8][C:9]([NH:11][C:12]2[CH:17]=[C:16]([C:18]([C:20]3[C:28]4[CH:27]=[N:26][CH:25]=[N:24][C:23]=4[NH:22][CH:21]=3)=[O:19])[CH:15]=[CH:14][N:13]=2)=[O:10])[N:3]=1.[O:29]1[C:31]2([CH2:33][CH2:32]2)[CH2:30]1, predict the reaction product. The product is: [CH3:1][C:2]1[CH:6]=[C:5]([CH3:7])[N:4]([CH2:8][C:9]([NH:11][C:12]2[CH:17]=[C:16]([C:18]([C:20]3[C:28]4[CH:27]=[N:26][CH:25]=[N:24][C:23]=4[N:22]([CH2:30][C:31]4([OH:29])[CH2:33][CH2:32]4)[CH:21]=3)=[O:19])[CH:15]=[CH:14][N:13]=2)=[O:10])[N:3]=1. (7) Given the reactants C([O:5][CH2:6][CH2:7][O:8][C:9]1[CH:10]=[C:11]([NH:17][CH:18]([C:30]2[CH:35]=[CH:34][CH:33]=[CH:32][CH:31]=2)[C:19]([C:21]2[C:29]3[C:24](=[CH:25][CH:26]=[CH:27][CH:28]=3)[NH:23][CH:22]=2)=[O:20])[CH:12]=[C:13]([O:15][CH3:16])[CH:14]=1)(C)(C)C.O1CCOCC1.C(=O)([O-])[O-].[K+].[K+], predict the reaction product. The product is: [OH:5][CH2:6][CH2:7][O:8][C:9]1[CH:10]=[C:11]([NH:17][CH:18]([C:30]2[CH:35]=[CH:34][CH:33]=[CH:32][CH:31]=2)[C:19]([C:21]2[C:29]3[C:24](=[CH:25][CH:26]=[CH:27][CH:28]=3)[NH:23][CH:22]=2)=[O:20])[CH:12]=[C:13]([O:15][CH3:16])[CH:14]=1. (8) Given the reactants [OH:1][CH:2]([CH2:25][OH:26])[CH2:3][NH:4][C:5]1[N:13]=[C:12]2[C:8]([N:9]=[C:10]([O:22][CH3:23])[N:11]2[CH2:14][C:15]2[CH:16]=[N:17][C:18]([CH3:21])=[CH:19][CH:20]=2)=[C:7]([NH2:24])[N:6]=1.C(N(CC)CC)C.[C:34](OC(OC(C)(C)C)=O)(OC(C)(C)C)=[O:35], predict the reaction product. The product is: [CH3:23][O:22][C:10]1[N:11]([CH2:14][C:15]2[CH:16]=[N:17][C:18]([CH3:21])=[CH:19][CH:20]=2)[C:12]2[C:8]([N:9]=1)=[C:7]([NH2:24])[N:6]=[C:5]([NH:4][CH2:3][CH:2]1[CH2:25][O:26][C:34](=[O:35])[O:1]1)[N:13]=2.